Dataset: Forward reaction prediction with 1.9M reactions from USPTO patents (1976-2016). Task: Predict the product of the given reaction. Given the reactants Cl.[NH:2]1[C:6]2=[N:7][CH:8]=[CH:9][CH:10]=[C:5]2[C:4]([CH:11]=[C:12]2[O:16][C:15]([N:17]([CH2:19][CH2:20][O:21]COCCOC)[CH3:18])=[C:14]([C:28]([O:30][CH2:31][CH3:32])=[O:29])[C:13]2=[O:33])=[CH:3]1, predict the reaction product. The product is: [NH:2]1[C:6]2=[N:7][CH:8]=[CH:9][CH:10]=[C:5]2[C:4]([CH:11]=[C:12]2[O:16][C:15]([N:17]([CH2:19][CH2:20][OH:21])[CH3:18])=[C:14]([C:28]([O:30][CH2:31][CH3:32])=[O:29])[C:13]2=[O:33])=[CH:3]1.